From a dataset of Full USPTO retrosynthesis dataset with 1.9M reactions from patents (1976-2016). Predict the reactants needed to synthesize the given product. (1) Given the product [CH2:18]([O:17][C:15]([C:4]1[S:3][C:2]([C:25]2[CH2:30][CH2:29][O:28][CH2:27][CH:26]=2)=[N:6][C:5]=1[CH2:7][C:8]1[CH:13]=[CH:12][C:11]([Cl:14])=[CH:10][CH:9]=1)=[O:16])[CH3:19], predict the reactants needed to synthesize it. The reactants are: Br[C:2]1[S:3][C:4]([C:15]([O:17][CH2:18][CH3:19])=[O:16])=[C:5]([CH2:7][C:8]2[CH:13]=[CH:12][C:11]([Cl:14])=[CH:10][CH:9]=2)[N:6]=1.C([Sn](CCCC)(CCCC)[C:25]1[CH2:26][CH2:27][O:28][CH2:29][CH:30]=1)CCC.[Cl-].[Li+].O1CCOCC1. (2) Given the product [NH2:30][C:28](=[O:29])[CH2:27][C:21]1([NH:20][C:16]([C:7]2[CH:6]=[C:5]([O:4][CH2:3][CH:2]([F:1])[F:19])[C:10]([C:11]3([F:15])[CH2:12][CH2:13][CH2:14]3)=[CH:9][N:8]=2)=[O:18])[CH2:22][S:23](=[O:25])(=[O:26])[CH2:24]1, predict the reactants needed to synthesize it. The reactants are: [F:1][CH:2]([F:19])[CH2:3][O:4][C:5]1[C:10]([C:11]2([F:15])[CH2:14][CH2:13][CH2:12]2)=[CH:9][N:8]=[C:7]([C:16]([OH:18])=O)[CH:6]=1.[NH2:20][C:21]1([CH2:27][C:28]([NH2:30])=[O:29])[CH2:24][S:23](=[O:26])(=[O:25])[CH2:22]1. (3) Given the product [NH2:37]/[C:36](=[N:2]\[OH:3])/[CH2:35][N:27]1[C:28]2[C:33](=[CH:32][CH:31]=[CH:30][CH:29]=2)[CH2:34][CH:25]([NH:24][C:22]([C:17]2[NH:18][C:19]3[C:15]([CH:16]=2)=[CH:14][C:13]([Cl:12])=[CH:21][CH:20]=3)=[O:23])[C:26]1=[O:38], predict the reactants needed to synthesize it. The reactants are: Cl.[NH2:2][OH:3].C[O-].[Na+].C1COCC1.[Cl:12][C:13]1[CH:14]=[C:15]2[C:19](=[CH:20][CH:21]=1)[NH:18][C:17]([C:22]([NH:24][CH:25]1[CH2:34][C:33]3[C:28](=[CH:29][CH:30]=[CH:31][CH:32]=3)[N:27]([CH2:35][C:36]#[N:37])[C:26]1=[O:38])=[O:23])=[CH:16]2. (4) Given the product [OH:12][CH:9]1[CH2:10][CH2:11][N:6]([C:14]#[N:13])[CH2:7][CH2:8]1, predict the reactants needed to synthesize it. The reactants are: C(=O)(O)[O-].[Na+].[NH:6]1[CH2:11][CH2:10][CH:9]([OH:12])[CH2:8][CH2:7]1.[N:13]#[C:14]Br.C(=O)([O-])[O-].[Na+].[Na+].[O-]S([O-])(=O)=O.[Mg+2]. (5) The reactants are: [CH2:1]([NH:8][C@H:9]1[CH2:14][CH2:13][O:12][CH2:11][C@H:10]1[C:15]([O:17][CH2:18][CH3:19])=[O:16])[C:2]1[CH:7]=[CH:6][CH:5]=[CH:4][CH:3]=1.[O-]CC.[Na+].[Cl-].[NH4+]. Given the product [CH2:1]([NH:8][C@@H:9]1[CH2:14][CH2:13][O:12][CH2:11][C@H:10]1[C:15]([O:17][CH2:18][CH3:19])=[O:16])[C:2]1[CH:3]=[CH:4][CH:5]=[CH:6][CH:7]=1, predict the reactants needed to synthesize it. (6) Given the product [CH3:7][O:8][C:9](=[O:34])[CH2:10][CH2:11][CH2:12][CH2:13][CH2:14][NH:15][C:16]1[C:17]2[C:24]([C:25]3[CH:30]=[CH:29][C:28]([O:31][CH3:32])=[CH:27][CH:26]=3)=[C:23]([C:37]3[CH:38]=[CH:39][CH:40]=[CH:41][C:36]=3[CH3:35])[O:22][C:18]=2[N:19]=[CH:20][N:21]=1, predict the reactants needed to synthesize it. The reactants are: C(=O)([O-])[O-].[K+].[K+].[CH3:7][O:8][C:9](=[O:34])[CH2:10][CH2:11][CH2:12][CH2:13][CH2:14][NH:15][C:16]1[C:17]2[C:24]([C:25]3[CH:30]=[CH:29][C:28]([O:31][CH3:32])=[CH:27][CH:26]=3)=[C:23](Br)[O:22][C:18]=2[N:19]=[CH:20][N:21]=1.[CH3:35][C:36]1[CH:41]=[CH:40][CH:39]=[CH:38][C:37]=1B(O)O.